This data is from Catalyst prediction with 721,799 reactions and 888 catalyst types from USPTO. The task is: Predict which catalyst facilitates the given reaction. (1) Reactant: [C:1]([O:5][C:6]([N:8]([CH2:47][CH3:48])[CH2:9][CH2:10][C:11]1[N:12]([CH3:46])[C:13]2[CH:14]=[C:15]3[CH:24]=[CH:23][CH2:22][C:21]4[C:25]([OH:45])=[C:26]([C:41]([O:43][CH3:44])=[O:42])[C:27](=[O:40])[N:28]([CH2:29][C:30]5[CH:35]=[CH:34][C:33]([O:36][CH3:37])=[CH:32][C:31]=5[O:38][CH3:39])[C:20]=4[C:16]3=[CH:17][C:18]=2[CH:19]=1)=[O:7])([CH3:4])([CH3:3])[CH3:2]. Product: [C:1]([O:5][C:6]([N:8]([CH2:47][CH3:48])[CH2:9][CH2:10][C:11]1[N:12]([CH3:46])[C:13]2[CH:14]=[C:15]3[CH2:24][CH2:23][CH2:22][C:21]4[C:25]([OH:45])=[C:26]([C:41]([O:43][CH3:44])=[O:42])[C:27](=[O:40])[N:28]([CH2:29][C:30]5[CH:35]=[CH:34][C:33]([O:36][CH3:37])=[CH:32][C:31]=5[O:38][CH3:39])[C:20]=4[C:16]3=[CH:17][C:18]=2[CH:19]=1)=[O:7])([CH3:4])([CH3:3])[CH3:2]. The catalyst class is: 99. (2) Reactant: [Br:1][C:2]1[CH:3]=[C:4]([CH3:11])[C:5]([C:8]([OH:10])=[O:9])=[N:6][CH:7]=1.C(OC(O[C:15]([CH3:18])([CH3:17])[CH3:16])=O)(O[C:15]([CH3:18])([CH3:17])[CH3:16])=O. Product: [Br:1][C:2]1[CH:3]=[C:4]([CH3:11])[C:5]([C:8]([O:10][C:15]([CH3:18])([CH3:17])[CH3:16])=[O:9])=[N:6][CH:7]=1. The catalyst class is: 527.